From a dataset of Full USPTO retrosynthesis dataset with 1.9M reactions from patents (1976-2016). Predict the reactants needed to synthesize the given product. (1) The reactants are: [Br:1][C:2]1[CH:3]=[C:4]([CH:7]=[CH:8][C:9]=1F)[CH:5]=[O:6].[C:11]1([OH:17])[CH:16]=[CH:15][CH:14]=[CH:13][CH:12]=1.C(=O)([O-])[O-].[K+].[K+].O. Given the product [Br:1][C:2]1[CH:3]=[C:4]([CH:7]=[CH:8][C:9]=1[O:17][C:11]1[CH:16]=[CH:15][CH:14]=[CH:13][CH:12]=1)[CH:5]=[O:6], predict the reactants needed to synthesize it. (2) Given the product [CH3:8][N:7]1[C:6]2[CH:9]=[C:10]([O:17][CH3:18])[C:11]([O:15][CH3:16])=[C:12]([O:13][CH3:14])[C:5]=2[N:4]=[C:3]1[CH2:2][N:19]1[CH2:25][CH2:24][CH2:23][N:22]([CH2:2][C:3]2[N:7]([CH3:8])[C:6]3[CH:9]=[C:10]([O:17][CH3:18])[C:11]([O:15][CH3:16])=[C:12]([O:13][CH3:14])[C:5]=3[N:4]=2)[CH2:21][CH2:20]1, predict the reactants needed to synthesize it. The reactants are: Cl[CH2:2][C:3]1[N:7]([CH3:8])[C:6]2[CH:9]=[C:10]([O:17][CH3:18])[C:11]([O:15][CH3:16])=[C:12]([O:13][CH3:14])[C:5]=2[N:4]=1.[NH:19]1[CH2:25][CH2:24][CH2:23][NH:22][CH2:21][CH2:20]1. (3) Given the product [CH2:17]([O:16][C:14]([C:3]1[CH:4]=[N:5][C:6]2[C:11]([C:2]=1[NH2:19])=[CH:10][C:9]([O:12][CH3:13])=[CH:8][CH:7]=2)=[O:15])[CH3:18], predict the reactants needed to synthesize it. The reactants are: Cl[C:2]1[C:11]2[C:6](=[CH:7][CH:8]=[C:9]([O:12][CH3:13])[CH:10]=2)[N:5]=[CH:4][C:3]=1[C:14]([O:16][CH2:17][CH3:18])=[O:15].[NH3:19]. (4) Given the product [OH:8][CH2:7][C:6]1[CH:11]=[CH:12][CH:13]=[C:4]([CH2:3][OH:2])[C:5]=1[Br:14], predict the reactants needed to synthesize it. The reactants are: C[O:2][C:3](=O)[C:4]1[CH:13]=[CH:12][CH:11]=[C:6]([C:7](OC)=[O:8])[C:5]=1[Br:14].[BH4-].[Na+].